Dataset: Reaction yield outcomes from USPTO patents with 853,638 reactions. Task: Predict the reaction yield, written as a fraction of the theoretical maximum amount of product (1.0 means a 100% yield; for example, 0.34 means a 34% yield). The reactants are [CH3:1][N:2]([CH3:8])[CH2:3][C:4]([CH3:7])([OH:6])[CH3:5].[Br:9][C:10]1[N:11]=[N:12][C:13](Br)=[CH:14][CH:15]=1.[H-].[Na+]. The catalyst is C1COCC1. The product is [Br:9][C:10]1[N:11]=[N:12][C:13]([O:6][C:4]([CH3:7])([CH3:5])[CH2:3][N:2]([CH3:8])[CH3:1])=[CH:14][CH:15]=1. The yield is 0.650.